This data is from NCI-60 drug combinations with 297,098 pairs across 59 cell lines. The task is: Regression. Given two drug SMILES strings and cell line genomic features, predict the synergy score measuring deviation from expected non-interaction effect. (1) Drug 1: C1CC(=O)NC(=O)C1N2CC3=C(C2=O)C=CC=C3N. Drug 2: CC1=C2C(C(=O)C3(C(CC4C(C3C(C(C2(C)C)(CC1OC(=O)C(C(C5=CC=CC=C5)NC(=O)C6=CC=CC=C6)O)O)OC(=O)C7=CC=CC=C7)(CO4)OC(=O)C)O)C)OC(=O)C. Cell line: DU-145. Synergy scores: CSS=12.2, Synergy_ZIP=-4.43, Synergy_Bliss=-7.76, Synergy_Loewe=-42.5, Synergy_HSA=-6.30. (2) Drug 1: CC1C(C(=O)NC(C(=O)N2CCCC2C(=O)N(CC(=O)N(C(C(=O)O1)C(C)C)C)C)C(C)C)NC(=O)C3=C4C(=C(C=C3)C)OC5=C(C(=O)C(=C(C5=N4)C(=O)NC6C(OC(=O)C(N(C(=O)CN(C(=O)C7CCCN7C(=O)C(NC6=O)C(C)C)C)C)C(C)C)C)N)C. Drug 2: C1C(C(OC1N2C=NC(=NC2=O)N)CO)O. Cell line: MDA-MB-435. Synergy scores: CSS=7.55, Synergy_ZIP=-12.1, Synergy_Bliss=-9.68, Synergy_Loewe=-32.8, Synergy_HSA=-10.9. (3) Drug 1: C1CCC(C1)C(CC#N)N2C=C(C=N2)C3=C4C=CNC4=NC=N3. Drug 2: CN1C(=O)N2C=NC(=C2N=N1)C(=O)N. Cell line: A549. Synergy scores: CSS=0.496, Synergy_ZIP=-1.52, Synergy_Bliss=-2.88, Synergy_Loewe=-16.3, Synergy_HSA=-7.46. (4) Drug 1: CC12CCC3C(C1CCC2OP(=O)(O)O)CCC4=C3C=CC(=C4)OC(=O)N(CCCl)CCCl.[Na+]. Drug 2: COCCOC1=C(C=C2C(=C1)C(=NC=N2)NC3=CC=CC(=C3)C#C)OCCOC.Cl. Cell line: NCI/ADR-RES. Synergy scores: CSS=-5.72, Synergy_ZIP=7.25, Synergy_Bliss=10.1, Synergy_Loewe=-5.06, Synergy_HSA=-1.40. (5) Drug 1: C1CCC(CC1)NC(=O)N(CCCl)N=O. Drug 2: CC1C(C(=O)NC(C(=O)N2CCCC2C(=O)N(CC(=O)N(C(C(=O)O1)C(C)C)C)C)C(C)C)NC(=O)C3=C4C(=C(C=C3)C)OC5=C(C(=O)C(=C(C5=N4)C(=O)NC6C(OC(=O)C(N(C(=O)CN(C(=O)C7CCCN7C(=O)C(NC6=O)C(C)C)C)C)C(C)C)C)N)C. Cell line: SNB-19. Synergy scores: CSS=16.9, Synergy_ZIP=0.0538, Synergy_Bliss=3.49, Synergy_Loewe=4.89, Synergy_HSA=4.26. (6) Drug 1: CC1=C2C(C(=O)C3(C(CC4C(C3C(C(C2(C)C)(CC1OC(=O)C(C(C5=CC=CC=C5)NC(=O)OC(C)(C)C)O)O)OC(=O)C6=CC=CC=C6)(CO4)OC(=O)C)O)C)O. Drug 2: C1CCC(C(C1)N)N.C(=O)(C(=O)[O-])[O-].[Pt+4]. Cell line: A498. Synergy scores: CSS=18.8, Synergy_ZIP=-3.23, Synergy_Bliss=-2.11, Synergy_Loewe=-1.84, Synergy_HSA=-2.05. (7) Drug 1: C1CC(C1)(C(=O)O)C(=O)O.[NH2-].[NH2-].[Pt+2]. Drug 2: CCN(CC)CCCC(C)NC1=C2C=C(C=CC2=NC3=C1C=CC(=C3)Cl)OC. Cell line: IGROV1. Synergy scores: CSS=12.9, Synergy_ZIP=-3.64, Synergy_Bliss=6.63, Synergy_Loewe=2.15, Synergy_HSA=5.24.